Dataset: Reaction yield outcomes from USPTO patents with 853,638 reactions. Task: Predict the reaction yield, written as a fraction of the theoretical maximum amount of product (1.0 means a 100% yield; for example, 0.34 means a 34% yield). (1) The reactants are C([NH:8][C:9]1[C:10]([CH3:31])=[C:11]([CH3:30])[C:12]2[O:16][CH2:15][CH:14]([C:17]3[CH:22]=[CH:21][C:20]([CH:23]4[O:27][CH2:26][CH2:25][O:24]4)=[CH:19][CH:18]=3)[C:13]=2[C:28]=1[CH3:29])C1C=CC=CC=1. The catalyst is CCCCCC. The product is [O:24]1[CH2:25][CH2:26][O:27][CH:23]1[C:20]1[CH:19]=[CH:18][C:17]([CH:14]2[C:13]3[C:28]([CH3:29])=[C:9]([NH2:8])[C:10]([CH3:31])=[C:11]([CH3:30])[C:12]=3[O:16][CH2:15]2)=[CH:22][CH:21]=1. The yield is 0.870. (2) The reactants are [CH3:1][N:2]([CH2:14][CH2:15][C:16]1[CH:21]=[CH:20][CH:19]=[CH:18][CH:17]=1)[CH:3]1[CH2:12][CH2:11][C:10]2[N:9]=[CH:8][C:7]([NH2:13])=[CH:6][C:5]=2[CH2:4]1.CC1(C)[O:28][C:27](=O)[CH:26]=[C:25]([CH3:30])[O:24]1. The catalyst is C1(C)C=CC=CC=1. The product is [CH3:1][N:2]([CH2:14][CH2:15][C:16]1[CH:17]=[CH:18][CH:19]=[CH:20][CH:21]=1)[CH:3]1[CH2:12][CH2:11][C:10]2[N:9]=[CH:8][C:7]([NH:13][C:27](=[O:28])[CH2:26][C:25](=[O:24])[CH3:30])=[CH:6][C:5]=2[CH2:4]1. The yield is 0.710.